From a dataset of Forward reaction prediction with 1.9M reactions from USPTO patents (1976-2016). Predict the product of the given reaction. (1) Given the reactants [Br:1][C:2]1[C:3](=[O:21])[O:4][CH:5]([CH:9](O)[C:10]2[C:19]3[C:14](=[CH:15][CH:16]=[CH:17][CH:18]=3)[CH:13]=[CH:12][CH:11]=2)[C:6]=1[O:7][CH3:8].C(N(CC)CC)C.CS(Cl)(=O)=O, predict the reaction product. The product is: [Br:1][C:2]1[C:3](=[O:21])[O:4]/[C:5](=[CH:9]\[C:10]2[C:19]3[C:14](=[CH:15][CH:16]=[CH:17][CH:18]=3)[CH:13]=[CH:12][CH:11]=2)/[C:6]=1[O:7][CH3:8]. (2) Given the reactants [Cl:1][C:2]1[CH:3]=[C:4]([CH:22]=[C:23]([C:25]([F:28])([F:27])[F:26])[CH:24]=1)[CH2:5][O:6][C:7]([N:9]1[CH2:15][CH2:14][CH2:13][N:12]2[N:16]=[C:17]([C:19]([OH:21])=O)[CH:18]=[C:11]2[CH2:10]1)=[O:8].[CH3:29][N:30]1[CH2:35][CH2:34][NH:33][C:32]([CH3:37])([CH3:36])[CH2:31]1, predict the reaction product. The product is: [CH3:36][C:32]1([CH3:37])[CH2:31][N:30]([CH3:29])[CH2:35][CH2:34][N:33]1[C:19]([C:17]1[CH:18]=[C:11]2[CH2:10][N:9]([C:7]([O:6][CH2:5][C:4]3[CH:22]=[C:23]([C:25]([F:26])([F:27])[F:28])[CH:24]=[C:2]([Cl:1])[CH:3]=3)=[O:8])[CH2:15][CH2:14][CH2:13][N:12]2[N:16]=1)=[O:21].